From a dataset of Forward reaction prediction with 1.9M reactions from USPTO patents (1976-2016). Predict the product of the given reaction. (1) Given the reactants Cl[CH2:2][C:3]1[CH:8]=[CH:7][CH:6]=[C:5]([O:9][C:10]2[CH:15]=[CH:14][C:13]([C:16]([F:19])([F:18])[F:17])=[CH:12][CH:11]=2)[CH:4]=1.[CH2:20]([O:22][P:23]([O:27]CC)[O:24][CH2:25][CH3:26])[CH3:21], predict the reaction product. The product is: [F:17][C:16]([F:19])([F:18])[C:13]1[CH:14]=[CH:15][C:10]([O:9][C:5]2[CH:4]=[C:3]([CH:8]=[CH:7][CH:6]=2)[CH2:2][P:23](=[O:27])([O:24][CH2:25][CH3:26])[O:22][CH2:20][CH3:21])=[CH:11][CH:12]=1. (2) Given the reactants I[C:2]1[CH:3]=[CH:4][C:5]2[N:6]([CH:8]=[C:9]([NH:11][C:12]([CH:14]3[CH2:16][CH2:15]3)=[O:13])[N:10]=2)[N:7]=1.[OH:17][C:18]1[CH:19]=[C:20]([CH:25]=[CH:26][CH:27]=1)[C:21]([O:23][CH3:24])=[O:22].C(=O)([O-])[O-].[K+].[K+], predict the reaction product. The product is: [CH:14]1([C:12]([NH:11][C:9]2[N:10]=[C:5]3[CH:4]=[CH:3][C:2]([O:17][C:18]4[CH:19]=[C:20]([CH:25]=[CH:26][CH:27]=4)[C:21]([O:23][CH3:24])=[O:22])=[N:7][N:6]3[CH:8]=2)=[O:13])[CH2:16][CH2:15]1. (3) The product is: [Br:31][C:32]1[C:40]2[C:35](=[CH:36][C:37]([S:41]([N:6]([CH2:5][C:4]3[CH:12]=[CH:13][C:14]([O:16][CH3:17])=[CH:15][C:3]=3[O:2][CH3:1])[C:7]3[S:11][N:10]=[CH:9][N:8]=3)(=[O:42])=[O:43])=[CH:38][CH:39]=2)[N:34]([CH3:45])[CH:33]=1. Given the reactants [CH3:1][O:2][C:3]1[CH:15]=[C:14]([O:16][CH3:17])[CH:13]=[CH:12][C:4]=1[CH2:5][NH:6][C:7]1[S:11][N:10]=[CH:9][N:8]=1.C(=O)=O.C[Si]([N-][Si](C)(C)C)(C)C.[Li+].[Br:31][C:32]1[C:40]2[C:35](=[CH:36][C:37]([S:41](Cl)(=[O:43])=[O:42])=[CH:38][CH:39]=2)[N:34]([CH3:45])[CH:33]=1, predict the reaction product. (4) Given the reactants [NH2:1][C:2]1[C:11]([N+:12]([O-:14])=[O:13])=[CH:10][CH:9]=[C:8](Cl)[C:3]=1[C:4]([O:6][CH3:7])=[O:5].[C:16]([O:24][CH2:25][CH3:26])(=[O:23])[CH2:17][C:18]([O:20][CH2:21][CH3:22])=[O:19].C([O-])([O-])=O.[K+].[K+].Cl, predict the reaction product. The product is: [CH2:21]([O:20][C:18](=[O:19])[CH:17]([C:8]1[CH:9]=[CH:10][C:11]([N+:12]([O-:14])=[O:13])=[C:2]([NH2:1])[C:3]=1[C:4]([O:6][CH3:7])=[O:5])[C:16]([O:24][CH2:25][CH3:26])=[O:23])[CH3:22]. (5) Given the reactants [CH2:1]([O:8][C:9]1[CH:14]=[C:13]([O:15][CH3:16])[CH:12]=[CH:11][C:10]=1[CH:17]1[CH2:21][NH:20][C:19](=[O:22])[CH2:18]1)[C:2]1[CH:7]=[CH:6][CH:5]=[CH:4][CH:3]=1.P([O-])([O-])([O-])=O.[K+].[K+].[K+].Br[C:32]1[CH:33]=[C:34]([CH:37]=[CH:38][CH:39]=1)[C:35]#[N:36].[C@@H]1(N)CCCC[C@H]1N, predict the reaction product. The product is: [CH2:1]([O:8][C:9]1[CH:14]=[C:13]([O:15][CH3:16])[CH:12]=[CH:11][C:10]=1[CH:17]1[CH2:21][N:20]([C:32]2[CH:33]=[C:34]([CH:37]=[CH:38][CH:39]=2)[C:35]#[N:36])[C:19](=[O:22])[CH2:18]1)[C:2]1[CH:3]=[CH:4][CH:5]=[CH:6][CH:7]=1. (6) Given the reactants [C:1]([C:4]1[CH:9]=[C:8]([F:10])[CH:7]=[CH:6][C:5]=1[S:11][C:12]1[S:13][CH:14]=[CH:15][C:16]=1[C:17](O)=[O:18])(O)=[O:2].C(C1C=CC=C([N+]([O-])=O)C=1SC1C=CC(F)=CC=1C(O)=O)(O)=O.B, predict the reaction product. The product is: [F:10][C:8]1[CH:7]=[CH:6][C:5]([S:11][C:12]2[S:13][CH:14]=[CH:15][C:16]=2[CH2:17][OH:18])=[C:4]([CH2:1][OH:2])[CH:9]=1. (7) Given the reactants [C:1]([C:3]1[CH:4]=[C:5]([C:19]2[CH:24]=[CH:23][CH:22]=[C:21]([CH2:25][NH:26][C:27](=[O:33])[O:28][C:29]([CH3:32])([CH3:31])[CH3:30])[CH:20]=2)[CH:6]=[C:7]([O:9][C:10]2[C:15]([F:16])=[CH:14][C:13]([F:17])=[C:12]([OH:18])[N:11]=2)[CH:8]=1)#[N:2].N1C=CC=CC=1.[O:40](S(C(F)(F)F)(=O)=O)[S:41]([C:44]([F:47])([F:46])[F:45])(=O)=[O:42], predict the reaction product. The product is: [F:45][C:44]([F:47])([F:46])[S:41]([O:18][C:12]1[C:13]([F:17])=[CH:14][C:15]([F:16])=[C:10]([O:9][C:7]2[CH:6]=[C:5]([C:19]3[CH:24]=[CH:23][CH:22]=[C:21]([CH2:25][NH:26][C:27]([O:28][C:29]([CH3:30])([CH3:32])[CH3:31])=[O:33])[CH:20]=3)[CH:4]=[C:3]([C:1]#[N:2])[CH:8]=2)[N:11]=1)(=[O:42])=[O:40]. (8) The product is: [CH3:49][CH2:48][NH:50][C:51]([N:18]([C:19]([C@H:21]1[CH2:22][N:23]([CH2:37][CH:38]=[CH2:39])[C@H:24]2[C@@H:34]([C:33]3[C:36]4[C:26]([CH2:25]2)=[CH:27][NH:28][C:29]=4[CH:30]=[CH:31][CH:32]=3)[CH2:35]1)=[O:20])[CH2:17][CH2:16][CH2:15][N:14]([CH3:13])[CH3:40])=[O:52]. Given the reactants FC(F)(F)S(O[Si](C)(C)C)(=O)=O.[CH3:13][N:14]([CH3:40])[CH2:15][CH2:16][CH2:17][NH:18][C:19]([C@@H:21]1[CH2:35][C@H:34]2[C@@H:24]([CH2:25][C:26]3[C:36]4[C:29](=[CH:30][CH:31]=[CH:32][C:33]2=4)[NH:28][CH:27]=3)[N:23]([CH2:37][CH:38]=[CH2:39])[CH2:22]1)=[O:20].C(N(CC)CC)C.[CH2:48]([N:50]=[C:51]=[O:52])[CH3:49].[F-].C([N+](CCCC)(CCCC)CCCC)CCC.C1COCC1, predict the reaction product.